Dataset: Forward reaction prediction with 1.9M reactions from USPTO patents (1976-2016). Task: Predict the product of the given reaction. (1) Given the reactants [CH3:1][O:2][C:3]1[CH:15]=[CH:14][C:6]([CH2:7][NH:8][C:9]2[N:10]=[CH:11][S:12][CH:13]=2)=[CH:5][CH:4]=1.C[Si]([N-][Si](C)(C)C)(C)C.[Li+].F[C:27]1[C:36]2[C:31](=[C:32](F)[C:33](F)=[C:34]([S:38]([O-])(=[O:40])=[O:39])[C:35]=2F)[C:30]([Cl:44])=[N:29][C:28]=1C1C(F)=C(F)C(F)=C(F)C=1F, predict the reaction product. The product is: [Cl:44][C:30]1[C:31]2[C:36](=[CH:35][C:34]([S:38]([N:8]([CH2:7][C:6]3[CH:5]=[CH:4][C:3]([O:2][CH3:1])=[CH:15][CH:14]=3)[C:9]3[N:10]=[CH:11][S:12][CH:13]=3)(=[O:40])=[O:39])=[CH:33][CH:32]=2)[CH:27]=[CH:28][N:29]=1. (2) Given the reactants Cl.Cl[CH2:3][CH2:4][NH:5][CH2:6][CH2:7]Cl.[I-].[Na+].[CH2:11]([N:18]1[CH2:23][CH2:22][N:21]([C:24]2[CH:30]=[CH:29][C:27]([NH2:28])=[CH:26][CH:25]=2)[CH2:20][CH2:19]1)[C:12]1[CH:17]=[CH:16][CH:15]=[CH:14][CH:13]=1, predict the reaction product. The product is: [CH2:11]([N:18]1[CH2:19][CH2:20][N:21]([C:24]2[CH:25]=[CH:26][C:27]([N:28]3[CH2:7][CH2:6][NH:5][CH2:4][CH2:3]3)=[CH:29][CH:30]=2)[CH2:22][CH2:23]1)[C:12]1[CH:13]=[CH:14][CH:15]=[CH:16][CH:17]=1. (3) Given the reactants [CH2:1]([N:8]1[C:16]2[C:11](=[CH:12][C:13]([NH:17][C:18]3[CH:27]=[CH:26][C:25]([Cl:28])=[CH:24][C:19]=3[C:20]([O:22]C)=[O:21])=[CH:14][CH:15]=2)[CH:10]=[N:9]1)[C:2]1[CH:7]=[CH:6][CH:5]=[CH:4][CH:3]=1.[OH-].[Na+].O.Cl, predict the reaction product. The product is: [CH2:1]([N:8]1[C:16]2[C:11](=[CH:12][C:13]([NH:17][C:18]3[CH:27]=[CH:26][C:25]([Cl:28])=[CH:24][C:19]=3[C:20]([OH:22])=[O:21])=[CH:14][CH:15]=2)[CH:10]=[N:9]1)[C:2]1[CH:3]=[CH:4][CH:5]=[CH:6][CH:7]=1. (4) The product is: [Cl:1][C:2]1[C:3]([CH3:29])=[C:4]([NH:10][C@@H:11]([C:12]2[O:25][C:16]([C:17]3[CH:22]=[CH:21][C:20]([F:23])=[C:19]([F:24])[CH:18]=3)=[N:15][N:14]=2)[C@H:26]([OH:28])[CH3:27])[CH:5]=[CH:6][C:7]=1[C:8]#[N:9]. Given the reactants [Cl:1][C:2]1[C:3]([CH3:29])=[C:4]([NH:10][C@H:11]([C@H:26]([OH:28])[CH3:27])[C:12]([NH:14][NH:15][C:16](=[O:25])[C:17]2[CH:22]=[CH:21][C:20]([F:23])=[C:19]([F:24])[CH:18]=2)=O)[CH:5]=[CH:6][C:7]=1[C:8]#[N:9].CCN(P1(N(C)CCCN1C)=NC(C)(C)C)CC, predict the reaction product.